This data is from hERG potassium channel inhibition data for cardiac toxicity prediction from Karim et al.. The task is: Regression/Classification. Given a drug SMILES string, predict its toxicity properties. Task type varies by dataset: regression for continuous values (e.g., LD50, hERG inhibition percentage) or binary classification for toxic/non-toxic outcomes (e.g., AMES mutagenicity, cardiotoxicity, hepatotoxicity). Dataset: herg_karim. (1) The molecule is Cc1cc(-c2nnc(NCCCN3CCCCC3)o2)ccc1NC(=O)c1ccccc1F. The result is 0 (non-blocker). (2) The drug is CC(C)Oc1ncc(-c2nc(-c3ccc4c(c3)CCNCC4)no2)cc1C#N. The result is 1 (blocker).